This data is from Forward reaction prediction with 1.9M reactions from USPTO patents (1976-2016). The task is: Predict the product of the given reaction. Given the reactants [NH2:1][C:2]1[C:3]([NH:13][CH2:14][CH2:15][CH2:16][OH:17])=[C:4]([CH:9]=[CH:10][C:11]=1[Cl:12])[C:5]([O:7][CH3:8])=[O:6].C(N(CC)CC)C.C([O:28][CH:29]([C:33]1[CH:38]=[CH:37][C:36]([Cl:39])=[CH:35][C:34]=1[Cl:40])[C:30](Cl)=O)(=O)C.C(=O)([O-])[O-].[K+].[K+], predict the reaction product. The product is: [Cl:12][C:11]1[C:2]2[N:1]=[C:30]([CH:29]([C:33]3[CH:38]=[CH:37][C:36]([Cl:39])=[CH:35][C:34]=3[Cl:40])[OH:28])[N:13]([CH2:14][CH2:15][CH2:16][OH:17])[C:3]=2[C:4]([C:5]([O:7][CH3:8])=[O:6])=[CH:9][CH:10]=1.